This data is from Peptide-MHC class II binding affinity with 134,281 pairs from IEDB. The task is: Regression. Given a peptide amino acid sequence and an MHC pseudo amino acid sequence, predict their binding affinity value. This is MHC class II binding data. (1) The peptide sequence is SGDVLWDIPTPKIIE. The MHC is HLA-DQA10102-DQB10501 with pseudo-sequence HLA-DQA10102-DQB10501. The binding affinity (normalized) is 0.601. (2) The peptide sequence is EKDVTDITVKNCVLK. The MHC is DRB4_0101 with pseudo-sequence DRB4_0103. The binding affinity (normalized) is 0.182. (3) The peptide sequence is FEQITFMQALQLLLE. The MHC is DRB1_0701 with pseudo-sequence DRB1_0701. The binding affinity (normalized) is 0.664. (4) The peptide sequence is TVFGSAFQGLFGGLNKK. The MHC is DRB4_0103 with pseudo-sequence DRB4_0103. The binding affinity (normalized) is 0.484. (5) The peptide sequence is AAAAAVAAEAY. The MHC is HLA-DQA10501-DQB10201 with pseudo-sequence HLA-DQA10501-DQB10201. The binding affinity (normalized) is 0.517.